From a dataset of Reaction yield outcomes from USPTO patents with 853,638 reactions. Predict the reaction yield, written as a fraction of the theoretical maximum amount of product (1.0 means a 100% yield; for example, 0.34 means a 34% yield). (1) The product is [F:35][C:20]([F:19])([F:34])[C:21]1[CH:22]=[CH:23][C:24]([C:27]2[N:28]=[CH:29][C:30]([NH:33][CH:3]([C:8]3[CH:18]=[CH:17][C:11]([C:12]([O:14][CH2:15][CH3:16])=[O:13])=[CH:10][CH:9]=3)[CH2:4][CH2:5][CH3:6])=[CH:31][N:32]=2)=[CH:25][CH:26]=1. The reactants are CO.[C:3]([C:8]1[CH:18]=[CH:17][C:11]([C:12]([O:14][CH2:15][CH3:16])=[O:13])=[CH:10][CH:9]=1)(=O)[CH2:4][CH2:5][CH3:6].[F:19][C:20]([F:35])([F:34])[C:21]1[CH:26]=[CH:25][C:24]([C:27]2[N:32]=[CH:31][C:30]([NH2:33])=[CH:29][N:28]=2)=[CH:23][CH:22]=1.[B][B][B][B][B][B][B][B][B][B]. The yield is 0.240. The catalyst is Cl. (2) The reactants are [Br:1][C:2]1[N:7]=[CH:6][C:5]([NH2:8])=[CH:4][C:3]=1[CH3:9].Cl[C:11]1[CH:19]=[CH:18][C:17]([Cl:20])=[CH:16][C:12]=1[C:13]([OH:15])=[O:14]. No catalyst specified. The product is [Br:1][C:2]1[N:7]=[CH:6][C:5]([NH:8][C:11]2[CH:19]=[CH:18][C:17]([Cl:20])=[CH:16][C:12]=2[C:13]([OH:15])=[O:14])=[CH:4][C:3]=1[CH3:9]. The yield is 0.240. (3) The reactants are FC(F)(F)C(O)=O.[CH3:8][O:9][C:10](=[O:35])[C@@H:11]([NH:14][C:15]([C:17]1[S:18][C:19]([C:23](=[O:34])[NH:24][CH2:25][C:26]2[CH:31]=[CH:30][C:29]([F:32])=[C:28]([OH:33])[CH:27]=2)=[CH:20][C:21]=1[CH3:22])=[O:16])[CH2:12][NH2:13].C(N(CC)CC)C.CN(C(ON1N=NC2C=CC=CC1=2)=[N+](C)C)C.F[P-](F)(F)(F)(F)F.C1C=CC2N(O)N=NC=2C=1.[S:77]1[CH:81]=[CH:80][CH:79]=[C:78]1[C:82](O)=[O:83]. The catalyst is CN(C=O)C.CCOC(C)=O. The product is [CH3:8][O:9][C:10](=[O:35])[C@@H:11]([NH:14][C:15]([C:17]1[S:18][C:19]([C:23](=[O:34])[NH:24][CH2:25][C:26]2[CH:31]=[CH:30][C:29]([F:32])=[C:28]([OH:33])[CH:27]=2)=[CH:20][C:21]=1[CH3:22])=[O:16])[CH2:12][NH:13][C:82]([C:78]1[S:77][CH:81]=[CH:80][CH:79]=1)=[O:83]. The yield is 0.0400.